Task: Predict the product of the given reaction.. Dataset: Forward reaction prediction with 1.9M reactions from USPTO patents (1976-2016) Given the reactants [CH3:1][O:2][C:3]1[CH:8]=[CH:7][C:6]([C:9]2[CH:14]=[CH:13][CH:12]=[C:11]([OH:15])[CH:10]=2)=[CH:5][CH:4]=1.F[C:17]1[CH:24]=[CH:23][C:20]([CH:21]=[O:22])=[CH:19][CH:18]=1.C(=O)([O-])[O-].[Cs+].[Cs+], predict the reaction product. The product is: [CH3:1][O:2][C:3]1[CH:4]=[CH:5][C:6]([C:9]2[CH:14]=[CH:13][CH:12]=[C:11]([O:15][C:17]3[CH:24]=[CH:23][C:20]([CH:21]=[O:22])=[CH:19][CH:18]=3)[CH:10]=2)=[CH:7][CH:8]=1.